From a dataset of Catalyst prediction with 721,799 reactions and 888 catalyst types from USPTO. Predict which catalyst facilitates the given reaction. (1) Reactant: C(OC([N:8]1[CH2:26][CH2:25][CH:11]2[N:12]([CH3:24])[C:13]3[C:14]([C:20]([F:23])([F:22])[F:21])=[CH:15][C:16]([OH:19])=[CH:17][C:18]=3[CH:10]2[CH2:9]1)=O)(C)(C)C.Br[CH2:28][C:29]1[CH:34]=[CH:33][CH:32]=[CH:31][N:30]=1.C([O-])([O-])=O.[K+].[K+]. Product: [CH3:24][N:12]1[C:13]2[C:14]([C:20]([F:21])([F:23])[F:22])=[CH:15][C:16]([O:19][CH2:28][C:29]3[CH:34]=[CH:33][CH:32]=[CH:31][N:30]=3)=[CH:17][C:18]=2[CH:10]2[CH2:9][NH:8][CH2:26][CH2:25][CH:11]12. The catalyst class is: 3. (2) Reactant: Br[C:2]1[CH:3]=[C:4]2[C:8](=[CH:9][CH:10]=1)N[CH:6]=[CH:5]2.[H-].[Na+].CI.Cl.[Br:16][C:17]1[CH:18]=[C:19]2[C:23](=[CH:24][CH:25]=1)[N:22]([CH3:26])[CH:21]=[CH:20]2.[C:27](Cl)(=[O:31])[C:28](Cl)=O.C1C[O:36]CC1.CC[O-].[Na+].CCO.C[N:46]([CH:48]=[O:49])[CH3:47]. Product: [O:31]1[C:27]2[CH:28]=[CH:2][CH:10]=[CH:9][C:8]=2[C:4]([C:5]2[C:47](=[O:36])[NH:46][C:48](=[O:49])[C:6]=2[C:20]2[C:19]3[C:23](=[CH:24][CH:25]=[C:17]([Br:16])[CH:18]=3)[N:22]([CH3:26])[CH:21]=2)=[CH:3]1. The catalyst class is: 28. (3) Reactant: [Cl-].[Cl-].[Cl-].[Al+3].[Cl:5][C:6]1[CH:11]=[CH:10][C:9]([CH2:12][C:13](Cl)=[O:14])=[CH:8][CH:7]=1.[Cl:16][C:17]1[CH:24]=[CH:23][CH:22]=[CH:21][C:18]=1[CH:19]=[CH2:20]. Product: [Cl:5][C:6]1[CH:11]=[C:10]2[C:9](=[CH:8][CH:7]=1)[CH2:12][C:13](=[O:14])[CH2:20][CH:19]2[C:18]1[CH:21]=[CH:22][CH:23]=[CH:24][C:17]=1[Cl:16]. The catalyst class is: 4. (4) Reactant: CS([O:5][CH2:6][CH:7]1[CH2:12][CH2:11][N:10]([C:13]([O:15][C:16]([CH3:19])([CH3:18])[CH3:17])=[O:14])[CH2:9][CH2:8]1)(=O)=O.[Cl:20][C:21]1[N:26]=[CH:25][C:24](O)=[CH:23][CH:22]=1.C([O-])([O-])=O.[Cs+].[Cs+].O. Product: [Cl:20][C:21]1[N:26]=[CH:25][C:24]([O:5][CH2:6][CH:7]2[CH2:12][CH2:11][N:10]([C:13]([O:15][C:16]([CH3:19])([CH3:18])[CH3:17])=[O:14])[CH2:9][CH2:8]2)=[CH:23][CH:22]=1. The catalyst class is: 10. (5) Reactant: [ClH:1].O1CCOCC1.C(OC([NH:15][CH2:16][CH2:17][NH:18][C:19]1[CH:24]=[CH:23][CH:22]=[CH:21][N:20]=1)=O)(C)(C)C. Product: [ClH:1].[NH2:15][CH2:16][CH2:17][NH:18][C:19]1[CH:24]=[CH:23][CH:22]=[CH:21][N:20]=1. The catalyst class is: 2. (6) Reactant: [F:1][C:2]1[CH:27]=[CH:26][CH:25]=[CH:24][C:3]=1[CH2:4][N:5]1[C:9]2=[N:10][CH:11]=[CH:12][CH:13]=[C:8]2[C:7]([C:14]2[N:15]=[N:16][C:17]([CH2:21][CH2:22][CH3:23])=[C:18](O)[N:19]=2)=[N:6]1.P(Cl)(Cl)(Cl)=O.[NH3:33]. Product: [F:1][C:2]1[CH:27]=[CH:26][CH:25]=[CH:24][C:3]=1[CH2:4][N:5]1[C:9]2=[N:10][CH:11]=[CH:12][CH:13]=[C:8]2[C:7]([C:14]2[N:15]=[N:16][C:17]([CH2:21][CH2:22][CH3:23])=[C:18]([NH2:33])[N:19]=2)=[N:6]1. The catalyst class is: 10. (7) Reactant: C[O:2][C:3](=[O:55])[C:4]([CH3:54])([CH3:53])[CH2:5][C@@H:6]1[CH2:11][C@H:10]([C:12]2[CH:17]=[CH:16][C:15]([CH2:18][O:19][CH2:20][C@H:21]([O:23][CH2:24][CH3:25])[CH3:22])=[CH:14][CH:13]=2)[C@@H:9]([O:26][CH2:27][C:28]2[CH:29]=[CH:30][C:31]3[O:36][CH2:35][CH2:34][N:33]([CH2:37][CH2:38][CH2:39][O:40][CH3:41])[C:32]=3[CH:42]=2)[CH2:8][N:7]1[S:43]([C:46]1[CH:51]=[CH:50][C:49]([CH3:52])=[CH:48][CH:47]=1)(=[O:45])=[O:44].[OH-].[Li+]. Product: [CH2:24]([O:23][C@H:21]([CH3:22])[CH2:20][O:19][CH2:18][C:15]1[CH:16]=[CH:17][C:12]([C@@H:10]2[C@@H:9]([O:26][CH2:27][C:28]3[CH:29]=[CH:30][C:31]4[O:36][CH2:35][CH2:34][N:33]([CH2:37][CH2:38][CH2:39][O:40][CH3:41])[C:32]=4[CH:42]=3)[CH2:8][N:7]([S:43]([C:46]3[CH:51]=[CH:50][C:49]([CH3:52])=[CH:48][CH:47]=3)(=[O:45])=[O:44])[C@H:6]([CH2:5][C:4]([CH3:53])([CH3:54])[C:3]([OH:55])=[O:2])[CH2:11]2)=[CH:13][CH:14]=1)[CH3:25]. The catalyst class is: 36.